From a dataset of Reaction yield outcomes from USPTO patents with 853,638 reactions. Predict the reaction yield, written as a fraction of the theoretical maximum amount of product (1.0 means a 100% yield; for example, 0.34 means a 34% yield). (1) The reactants are [NH2:1][C:2]1[N:7]=[C:6]([CH3:8])[C:5]([C:9]#[N:10])=[C:4]([CH3:11])[CH:3]=1.C([O-])([O-])=O.[Ca+2].O.[C:18](Cl)(Cl)=[S:19]. The catalyst is C(Cl)Cl. The product is [CH3:8][C:6]1[C:5]([C:9]#[N:10])=[C:4]([CH3:11])[CH:3]=[C:2]([N:1]=[C:18]=[S:19])[N:7]=1. The yield is 0.910. (2) The reactants are Cl[C:2]1[C:3]2[CH:10]=[CH:9][N:8]([S:11]([C:14]3[CH:19]=[CH:18][C:17]([CH3:20])=[CH:16][CH:15]=3)(=[O:13])=[O:12])[C:4]=2[N:5]=[CH:6][N:7]=1.C1(C)C=CC(C([C@@](C(O)=O)(O)[C@@](C(C2C=CC(C)=CC=2)=O)(O)C(O)=O)=O)=CC=1.[CH2:49]([N:56]1[CH2:61][CH2:60][C@@H:59]([CH3:62])[C@@H:58]([NH:63][CH3:64])[CH2:57]1)[C:50]1[CH:55]=[CH:54][CH:53]=[CH:52][CH:51]=1.C(=O)([O-])[O-].[K+].[K+].O. The catalyst is C(#N)C. The product is [CH2:49]([N:56]1[CH2:61][CH2:60][C@@H:59]([CH3:62])[C@@H:58]([N:63]([CH3:64])[C:2]2[C:3]3[CH:10]=[CH:9][N:8]([S:11]([C:14]4[CH:19]=[CH:18][C:17]([CH3:20])=[CH:16][CH:15]=4)(=[O:13])=[O:12])[C:4]=3[N:5]=[CH:6][N:7]=2)[CH2:57]1)[C:50]1[CH:51]=[CH:52][CH:53]=[CH:54][CH:55]=1. The yield is 0.821. (3) The reactants are C(C1C=C(NC2N=C(NC3C=CC=C(C(O)=O)C=3)C(F)=CN=2)C=CC=1)(O)=O.[OH:28][C:29]1[CH:30]=[C:31]([NH:39][C:40]2[N:45]=[C:44]([NH:46][C:47]3[CH:52]=[CH:51][C:50]([C:53]([O:55]C)=[O:54])=[C:49]([OH:57])[CH:48]=3)[C:43]([F:58])=[CH:42][N:41]=2)[CH:32]=[CH:33][C:34]=1[C:35]([O:37]C)=[O:36].[OH-].[Na+]. No catalyst specified. The product is [OH:28][C:29]1[CH:30]=[C:31]([NH:39][C:40]2[N:45]=[C:44]([NH:46][C:47]3[CH:52]=[CH:51][C:50]([C:53]([OH:55])=[O:54])=[C:49]([OH:57])[CH:48]=3)[C:43]([F:58])=[CH:42][N:41]=2)[CH:32]=[CH:33][C:34]=1[C:35]([OH:37])=[O:36]. The yield is 0.770.